From a dataset of Forward reaction prediction with 1.9M reactions from USPTO patents (1976-2016). Predict the product of the given reaction. (1) Given the reactants [CH3:1][C:2]1[O:7][C:6]([CH3:9])([CH3:8])[C:5]2[C:10]([O:14][C:15]3[N:20]=[CH:19][C:18]([NH2:21])=[CH:17][CH:16]=3)=[CH:11][CH:12]=[CH:13][C:4]=2[N:3]=1.Cl.[NH2:23][C@:24]([CH3:30])([CH2:28][CH3:29])[C:25](O)=[O:26].C(P1(=O)OP(CCC)(=O)OP(CCC)(=O)O1)CC, predict the reaction product. The product is: [NH2:23][C@:24]([CH3:30])([CH2:28][CH3:29])[C:25]([NH:21][C:18]1[CH:19]=[N:20][C:15]([O:14][C:10]2[C:5]3[C:6]([CH3:8])([CH3:9])[O:7][C:2]([CH3:1])=[N:3][C:4]=3[CH:13]=[CH:12][CH:11]=2)=[CH:16][CH:17]=1)=[O:26]. (2) Given the reactants [NH2:1][C:2]1[N:7]=[C:6]([C:8]2[S:9][CH:10]=[CH:11][N:12]=2)[C:5]([C:13]2[CH:14]=[CH:15][C:16](=[O:19])[NH:17][N:18]=2)=[CH:4][N:3]=1.[CH:20](I)([CH3:22])[CH3:21], predict the reaction product. The product is: [NH2:1][C:2]1[N:7]=[C:6]([C:8]2[S:9][CH:10]=[CH:11][N:12]=2)[C:5]([C:13]2[CH:14]=[CH:15][C:16](=[O:19])[N:17]([CH:20]([CH3:22])[CH3:21])[N:18]=2)=[CH:4][N:3]=1. (3) Given the reactants [Cl-].[NH4+].[CH3:3][O:4][C:5]1[CH:6]=[C:7]([CH:10]=[C:11]([O:15][CH3:16])[C:12]=1[O:13][CH3:14])C=O.CCN(CC)CC.O.[CH:25]([O:30][CH3:31])([O:28][CH3:29])OC, predict the reaction product. The product is: [CH3:31][O:30][CH:25]([O:28][CH3:29])[C:7]1[CH:6]=[C:5]([O:4][CH3:3])[C:12]([O:13][CH3:14])=[C:11]([O:15][CH3:16])[CH:10]=1. (4) Given the reactants [Cl:1][C:2]1[CH:3]=[C:4]([Mg]Br)[CH:5]=[CH:6][CH:7]=1.[Cl:10][CH2:11][CH2:12][C:13](Cl)=[O:14].Cl, predict the reaction product. The product is: [Cl:10][CH2:11][CH2:12][C:13]([C:4]1[CH:5]=[CH:6][CH:7]=[C:2]([Cl:1])[CH:3]=1)=[O:14]. (5) Given the reactants C(NC(C)C)(C)C.C([Li])CCC.[Cl:13][C:14]1[CH:19]=[C:18]([Cl:20])[CH:17]=[CH:16][N:15]=1.C([C:23]([O:25][CH2:26][CH3:27])=[O:24])#N, predict the reaction product. The product is: [CH2:26]([O:25][C:23](=[O:24])[C:19]1[C:18]([Cl:20])=[CH:17][CH:16]=[N:15][C:14]=1[Cl:13])[CH3:27]. (6) Given the reactants [Cl:1][C:2]1[CH:11]=[C:10]([C:12]([OH:14])=O)[C:9]2[C:4](=[CH:5][CH:6]=[CH:7][CH:8]=2)[N:3]=1.C1COCC1.S(Cl)(Cl)=O.[CH3:24][N:25](C=O)[CH3:26], predict the reaction product. The product is: [CH3:24][N:25]([CH3:26])[C:12]([C:10]1[C:9]2[C:4](=[CH:5][CH:6]=[CH:7][CH:8]=2)[N:3]=[C:2]([Cl:1])[CH:11]=1)=[O:14]. (7) Given the reactants [Cl:1][C:2]1[S:3][C:4]2[C:10]([O:11][S:12]([C:15]([F:18])([F:17])[F:16])(=[O:14])=[O:13])=[C:9]([C@H:19]([OH:25])[C:20]([O:22][CH2:23][CH3:24])=[O:21])[C:8]([CH3:26])=[CH:7][C:5]=2[N:6]=1.Cl(O)(=O)(=O)=O.[C:32](O[C@@H](C1C(C)=CC2N=C(Br)SC=2C=1OS(C(F)(F)F)(=O)=O)C(OCC)=O)([CH3:35])([CH3:34])[CH3:33], predict the reaction product. The product is: [C:32]([O:25][C@@H:19]([C:9]1[C:8]([CH3:26])=[CH:7][C:5]2[N:6]=[C:2]([Cl:1])[S:3][C:4]=2[C:10]=1[O:11][S:12]([C:15]([F:18])([F:16])[F:17])(=[O:14])=[O:13])[C:20]([O:22][CH2:23][CH3:24])=[O:21])([CH3:35])([CH3:34])[CH3:33].